From a dataset of Peptide-MHC class II binding affinity with 134,281 pairs from IEDB. Regression. Given a peptide amino acid sequence and an MHC pseudo amino acid sequence, predict their binding affinity value. This is MHC class II binding data. (1) The peptide sequence is PLMMDDERAAKVYEN. The MHC is HLA-DQA10301-DQB10302 with pseudo-sequence HLA-DQA10301-DQB10302. The binding affinity (normalized) is 0.118. (2) The peptide sequence is QEMIKYMTLVSAAER. The MHC is DRB3_0202 with pseudo-sequence DRB3_0202. The binding affinity (normalized) is 0.135. (3) The peptide sequence is ACCRTHDMCPDVMSAGES. The MHC is DRB1_0101 with pseudo-sequence DRB1_0101. The binding affinity (normalized) is 0. (4) The peptide sequence is DEAHFLDPASIAARG. The MHC is HLA-DQA10501-DQB10302 with pseudo-sequence HLA-DQA10501-DQB10302. The binding affinity (normalized) is 0.330. (5) The peptide sequence is VSSAVPTSWVPQGRT. The MHC is HLA-DQA10501-DQB10402 with pseudo-sequence HLA-DQA10501-DQB10402. The binding affinity (normalized) is 0.549.